Dataset: Full USPTO retrosynthesis dataset with 1.9M reactions from patents (1976-2016). Task: Predict the reactants needed to synthesize the given product. (1) Given the product [CH3:14][N:15]1[CH:19]=[C:18]([C:2]2[CH:3]=[CH:4][C:5]3[N:6]([C:8]([C@@H:11]([OH:13])[CH3:12])=[N:9][N:10]=3)[N:7]=2)[CH:17]=[N:16]1, predict the reactants needed to synthesize it. The reactants are: Cl[C:2]1[CH:3]=[CH:4][C:5]2[N:6]([C:8]([C@@H:11]([OH:13])[CH3:12])=[N:9][N:10]=2)[N:7]=1.[CH3:14][N:15]1[CH:19]=[C:18](B2OC(C)(C)C(C)(C)O2)[CH:17]=[N:16]1.C(=O)([O-])[O-].[K+].[K+].O1CCOCC1. (2) Given the product [CH:32]1([C:29]2[O:28][C:27]([CH2:26][N:19]3[CH2:20][CH2:21][N:17]([C:12]4[CH:13]=[CH:14][CH:15]=[C:16]5[C:11]=4[CH:10]=[N:9][N:8]5[C:3]4[CH:4]=[CH:5][CH:6]=[CH:7][C:2]=4[F:1])[C:18]3=[O:22])=[N:31][N:30]=2)[CH2:35][CH2:34][CH2:33]1, predict the reactants needed to synthesize it. The reactants are: [F:1][C:2]1[CH:7]=[CH:6][CH:5]=[CH:4][C:3]=1[N:8]1[C:16]2[C:11](=[C:12]([N:17]3[CH2:21][CH2:20][NH:19][C:18]3=[O:22])[CH:13]=[CH:14][CH:15]=2)[CH:10]=[N:9]1.[H-].[Na+].Cl[CH2:26][C:27]1[O:28][C:29]([CH:32]2[CH2:35][CH2:34][CH2:33]2)=[N:30][N:31]=1. (3) Given the product [F:12][C:5]1[CH:4]=[C:3]([CH3:13])[C:2]([B:17]2[O:18][C:19]([CH3:21])([CH3:20])[C:15]([CH3:31])([CH3:14])[O:16]2)=[CH:11][C:6]=1[C:7]([O:9][CH3:10])=[O:8], predict the reactants needed to synthesize it. The reactants are: Br[C:2]1[C:3]([CH3:13])=[CH:4][C:5]([F:12])=[C:6]([CH:11]=1)[C:7]([O:9][CH3:10])=[O:8].[CH3:14][C:15]1([CH3:31])[C:19]([CH3:21])([CH3:20])[O:18][B:17]([B:17]2[O:18][C:19]([CH3:21])([CH3:20])[C:15]([CH3:31])([CH3:14])[O:16]2)[O:16]1.C([O-])(=O)C.[K+]. (4) Given the product [CH2:3]([NH:10][C:11](=[O:37])[N:12]([C:14]1[CH:15]=[C:16]([C:20]2[CH:25]=[CH:24][C:23]([CH2:26][CH2:27][C:28]([OH:30])=[O:29])=[CH:22][C:21]=2[O:32][CH2:33][CH2:34][CH2:35][OH:36])[CH:17]=[CH:18][CH:19]=1)[CH3:13])[CH2:4][CH2:5][CH2:6][CH2:7][CH2:8][CH3:9], predict the reactants needed to synthesize it. The reactants are: [OH-].[Na+].[CH2:3]([NH:10][C:11](=[O:37])[N:12]([C:14]1[CH:15]=[C:16]([C:20]2[CH:25]=[CH:24][C:23]([CH2:26][CH2:27][C:28]([O:30]C)=[O:29])=[CH:22][C:21]=2[O:32][CH2:33][CH2:34][CH2:35][OH:36])[CH:17]=[CH:18][CH:19]=1)[CH3:13])[CH2:4][CH2:5][CH2:6][CH2:7][CH2:8][CH3:9]. (5) Given the product [Cl:28][C:5]1[C:6]([NH:8][C:9]2[CH:18]=[CH:17][C:16]([N:19]3[CH2:24][CH2:23][N:22]([CH2:25][CH2:26][OH:27])[CH2:21][CH2:20]3)=[CH:15][C:10]=2[C:11]([NH:13][CH3:14])=[O:12])=[CH:7][C:2]([NH:36][C:35]2[N:31]([CH3:29])[N:32]=[C:33]([CH3:37])[CH:34]=2)=[N:3][CH:4]=1, predict the reactants needed to synthesize it. The reactants are: Cl[C:2]1[CH:7]=[C:6]([NH:8][C:9]2[CH:18]=[CH:17][C:16]([N:19]3[CH2:24][CH2:23][N:22]([CH2:25][CH2:26][OH:27])[CH2:21][CH2:20]3)=[CH:15][C:10]=2[C:11]([NH:13][CH3:14])=[O:12])[C:5]([Cl:28])=[CH:4][N:3]=1.[CH2:29]([N:31]1[C:35]([NH2:36])=[CH:34][CH:33]=[N:32]1)C.[C:37](=O)([O-])[O-].[Cs+].[Cs+]. (6) Given the product [Cl:11][C:8]1[N:7]=[CH:6][N:5]=[C:4]2[C:9]=1[N:10]=[C:2]([NH:21][C:20]1[CH:22]=[CH:23][CH:24]=[C:18]([N:15]3[CH2:16][CH2:17][O:12][CH2:13][CH2:14]3)[CH:19]=1)[NH:3]2, predict the reactants needed to synthesize it. The reactants are: Br[C:2]1[NH:3][C:4]2[C:9]([N:10]=1)=[C:8]([Cl:11])[N:7]=[CH:6][N:5]=2.[O:12]1[CH2:17][CH2:16][N:15]([C:18]2[CH:19]=[C:20]([CH:22]=[CH:23][CH:24]=2)[NH2:21])[CH2:14][CH2:13]1. (7) Given the product [C:9]([C:12]1[CH:13]=[C:14]([N:24]([CH3:1])[C:25](=[O:30])[C:26]([F:29])([F:27])[F:28])[CH:15]=[C:16]([S:18]([F:22])([F:23])([F:21])([F:20])[F:19])[CH:17]=1)(=[O:11])[CH3:10], predict the reactants needed to synthesize it. The reactants are: [C:1](=O)([O-])[O-].[K+].[K+].IC.[C:9]([C:12]1[CH:13]=[C:14]([NH:24][C:25](=[O:30])[C:26]([F:29])([F:28])[F:27])[CH:15]=[C:16]([S:18]([F:23])([F:22])([F:21])([F:20])[F:19])[CH:17]=1)(=[O:11])[CH3:10].